This data is from Forward reaction prediction with 1.9M reactions from USPTO patents (1976-2016). The task is: Predict the product of the given reaction. Given the reactants C([O:3][C:4](=[O:37])[C:5]1[CH:10]=[CH:9][CH:8]=[C:7]([N:11]2[C:15]([CH3:16])=[CH:14][CH:13]=[C:12]2[C:17]2[CH:22]=[C:21]([C:23]([F:26])([F:25])[F:24])[CH:20]=[CH:19][C:18]=2[O:27][CH2:28][C:29]2[CH:34]=[CH:33][C:32]([F:35])=[CH:31][C:30]=2[Cl:36])[CH:6]=1)C.[OH-].[Na+].CCO, predict the reaction product. The product is: [F:26][C:23]([F:24])([F:25])[C:21]1[CH:20]=[CH:19][C:18]([O:27][CH2:28][C:29]2[CH:34]=[CH:33][C:32]([F:35])=[CH:31][C:30]=2[Cl:36])=[C:17]([C:12]2[N:11]([C:7]3[CH:6]=[C:5]([CH:10]=[CH:9][CH:8]=3)[C:4]([OH:37])=[O:3])[C:15]([CH3:16])=[CH:14][CH:13]=2)[CH:22]=1.